Dataset: Forward reaction prediction with 1.9M reactions from USPTO patents (1976-2016). Task: Predict the product of the given reaction. (1) Given the reactants OS(O)(=O)=O.[C:6]([C:9]1[CH:10]=[C:11]([S:15]([NH:18][C:19]2[CH:27]=[CH:26][C:22]([C:23]([OH:25])=[O:24])=[C:21]([OH:28])[CH:20]=2)(=[O:17])=[O:16])[CH:12]=[CH:13][CH:14]=1)(=[O:8])[CH3:7].[CH3:29]O, predict the reaction product. The product is: [C:6]([C:9]1[CH:10]=[C:11]([S:15]([NH:18][C:19]2[CH:27]=[CH:26][C:22]([C:23]([O:25][CH3:29])=[O:24])=[C:21]([OH:28])[CH:20]=2)(=[O:17])=[O:16])[CH:12]=[CH:13][CH:14]=1)(=[O:8])[CH3:7]. (2) Given the reactants [NH2:1][C:2]1[CH:11]=[CH:10][C:5]([C:6]([O:8][CH3:9])=[O:7])=[CH:4][CH:3]=1.[F:12][C:13]1[CH:20]=[CH:19][C:16]([CH:17]=O)=[CH:15][C:14]=1[N+:21]([O-:23])=[O:22], predict the reaction product. The product is: [F:12][C:13]1[CH:20]=[CH:19][C:16](/[CH:17]=[N:1]/[C:2]2[CH:3]=[CH:4][C:5]([C:6]([O:8][CH3:9])=[O:7])=[CH:10][CH:11]=2)=[CH:15][C:14]=1[N+:21]([O-:23])=[O:22].